The task is: Predict the reactants needed to synthesize the given product.. This data is from Full USPTO retrosynthesis dataset with 1.9M reactions from patents (1976-2016). (1) The reactants are: [CH3:1][C:2]1[CH:29]=[CH:28][CH:27]=[C:26]([N+:30]([O-])=O)[C:3]=1[C:4]([N:6]([C:13](=O)[C@@H:14]([NH:17][C:18](=[O:24])[O:19][C:20]([CH3:23])([CH3:22])[CH3:21])[CH2:15][CH3:16])[C:7]1[CH:12]=[CH:11][CH:10]=[CH:9][CH:8]=1)=[O:5]. Given the product [CH3:1][C:2]1[CH:29]=[CH:28][CH:27]=[C:26]2[C:3]=1[C:4](=[O:5])[N:6]([C:7]1[CH:12]=[CH:11][CH:10]=[CH:9][CH:8]=1)[C:13]([C@@H:14]([NH:17][C:18](=[O:24])[O:19][C:20]([CH3:23])([CH3:22])[CH3:21])[CH2:15][CH3:16])=[N:30]2, predict the reactants needed to synthesize it. (2) Given the product [OH:26][CH:24]1[CH2:25][N:22]([C:3]2[C:2]([C:31]3[NH:30][N:29]=[C:28]([CH3:27])[CH:32]=3)=[CH:21][C:6]([C:7]([NH:9][C:10]3[CH:15]=[CH:14][C:13]([O:16][C:17]([F:20])([F:19])[F:18])=[CH:12][CH:11]=3)=[O:8])=[CH:5][N:4]=2)[CH2:23]1, predict the reactants needed to synthesize it. The reactants are: Br[C:2]1[C:3]([N:22]2[CH2:25][CH:24]([OH:26])[CH2:23]2)=[N:4][CH:5]=[C:6]([CH:21]=1)[C:7]([NH:9][C:10]1[CH:15]=[CH:14][C:13]([O:16][C:17]([F:20])([F:19])[F:18])=[CH:12][CH:11]=1)=[O:8].[CH3:27][C:28]1[CH:32]=[C:31](B2OC(C)(C)C(C)(C)O2)[N:30](C2CCCCO2)[N:29]=1. (3) Given the product [Cl:9][C:10]1[CH:11]=[C:12]([CH:15]=[C:16]([Cl:18])[CH:17]=1)[CH2:13][O:14][C:2]1[S:6][N:5]=[C:4]([S:7][CH3:8])[N:3]=1, predict the reactants needed to synthesize it. The reactants are: Cl[C:2]1[S:6][N:5]=[C:4]([S:7][CH3:8])[N:3]=1.[Cl:9][C:10]1[CH:11]=[C:12]([CH:15]=[C:16]([Cl:18])[CH:17]=1)[CH2:13][OH:14].[H-].[Na+].[Cl-].[Na+]. (4) Given the product [Cl:17][C:11]1[C:12]([N:14]([CH3:16])[CH3:15])=[CH:13][C:8]2[N:7]=[C:21]([C:22]3[CH:27]=[CH:26][CH:25]=[C:24]([N:28]4[CH:32]=[CH:31][CH:30]=[N:29]4)[CH:23]=3)[CH2:20][C:19](=[O:34])[NH:18][C:9]=2[CH:10]=1, predict the reactants needed to synthesize it. The reactants are: C(OC(=O)[NH:7][C:8]1[CH:13]=[C:12]([N:14]([CH3:16])[CH3:15])[C:11]([Cl:17])=[CH:10][C:9]=1[NH:18][C:19](=[O:34])[CH2:20][C:21](=O)[C:22]1[CH:27]=[CH:26][CH:25]=[C:24]([N:28]2[CH:32]=[CH:31][CH:30]=[N:29]2)[CH:23]=1)(C)(C)C.C(O)(C(F)(F)F)=O. (5) Given the product [CH2:1]([O:3][C:4](=[O:31])[CH:5]([C:6]1[NH:7][C:8]2[C:13]([C:14]=1[S:15][C:16]([CH3:19])([CH3:18])[CH3:17])=[CH:12][C:11]([S:20][C:21]1[CH:30]=[CH:29][C:28]3[C:23](=[CH:24][CH:25]=[CH:26][CH:27]=3)[N:22]=1)=[CH:10][CH:9]=2)[CH2:32][C:33]1[CH:38]=[CH:37][CH:36]=[CH:35][CH:34]=1)[CH3:2], predict the reactants needed to synthesize it. The reactants are: [CH2:1]([O:3][C:4](=[O:31])[CH2:5][C:6]1[NH:7][C:8]2[C:13]([C:14]=1[S:15][C:16]([CH3:19])([CH3:18])[CH3:17])=[CH:12][C:11]([S:20][C:21]1[CH:30]=[CH:29][C:28]3[C:23](=[CH:24][CH:25]=[CH:26][CH:27]=3)[N:22]=1)=[CH:10][CH:9]=2)[CH3:2].[CH2:32](Br)[C:33]1[CH:38]=[CH:37][CH:36]=[CH:35][CH:34]=1.